From a dataset of TCR-epitope binding with 47,182 pairs between 192 epitopes and 23,139 TCRs. Binary Classification. Given a T-cell receptor sequence (or CDR3 region) and an epitope sequence, predict whether binding occurs between them. (1) The epitope is IQYIDIGNY. The TCR CDR3 sequence is CSARESAYNSPLHF. Result: 0 (the TCR does not bind to the epitope). (2) The epitope is KLMNIQQKL. The TCR CDR3 sequence is CSVEARDSYGYTF. Result: 0 (the TCR does not bind to the epitope). (3) The TCR CDR3 sequence is CATSAPTTSLRNEQFF. Result: 1 (the TCR binds to the epitope). The epitope is EILDITPCSF.